This data is from Forward reaction prediction with 1.9M reactions from USPTO patents (1976-2016). The task is: Predict the product of the given reaction. (1) Given the reactants C([O:8][C:9]1[CH:14]=[CH:13][C:12]([NH:15][C:16](=[O:35])[C:17]([N:19]2[CH2:24][CH2:23][N:22]([C:25]3[CH:30]=[CH:29][CH:28]=[CH:27][C:26]=3[C:31]([CH3:34])([CH3:33])[CH3:32])[CH2:21][CH2:20]2)=[O:18])=[CH:11][CH:10]=1)C1C=CC=CC=1, predict the reaction product. The product is: [C:31]([C:26]1[CH:27]=[CH:28][CH:29]=[CH:30][C:25]=1[N:22]1[CH2:21][CH2:20][N:19]([C:17](=[O:18])[C:16]([NH:15][C:12]2[CH:11]=[CH:10][C:9]([OH:8])=[CH:14][CH:13]=2)=[O:35])[CH2:24][CH2:23]1)([CH3:34])([CH3:32])[CH3:33]. (2) Given the reactants [C:1]([CH:4]1[CH2:9][CH2:8][C:7]([CH3:10])=[CH:6][CH2:5]1)(=[O:3])[CH3:2].S(=O)(=O)(O)O.C(O)C.[CH2:19](O)[CH:20]=[CH2:21], predict the reaction product. The product is: [CH3:10][C:7]1[CH2:8][CH2:9][CH:4]([C:1](=[O:3])[CH2:2][CH2:21][CH:20]=[CH2:19])[CH2:5][CH:6]=1. (3) The product is: [C:1]([O:5][C:6]([N:8]1[CH2:13][CH2:12][C:11]([CH:15]([O:19][S:27]([CH3:26])(=[O:29])=[O:28])[CH2:16][C:17]#[N:18])([CH3:14])[CH2:10][CH2:9]1)=[O:7])([CH3:4])([CH3:2])[CH3:3]. Given the reactants [C:1]([O:5][C:6]([N:8]1[CH2:13][CH2:12][C:11]([CH:15]([OH:19])[CH2:16][C:17]#[N:18])([CH3:14])[CH2:10][CH2:9]1)=[O:7])([CH3:4])([CH3:3])[CH3:2].N1C=CC=CC=1.[CH3:26][S:27](Cl)(=[O:29])=[O:28], predict the reaction product. (4) The product is: [Br:1][C:2]1[CH:9]=[CH:8][C:5]([C:6]#[N:7])=[C:4]([NH:11][CH:12]2[CH2:17][CH2:16][CH:15]([OH:18])[CH2:14][CH2:13]2)[CH:3]=1. Given the reactants [Br:1][C:2]1[CH:9]=[CH:8][C:5]([C:6]#[N:7])=[C:4](F)[CH:3]=1.[NH2:11][C@H:12]1[CH2:17][CH2:16][C@H:15]([OH:18])[CH2:14][CH2:13]1.C(N(C(C)C)CC)(C)C.CS(C)=O, predict the reaction product. (5) Given the reactants Cl[C:2]1[N:7]=[C:6]([NH:8][C:9]2[CH:14]=[CH:13][CH:12]=[CH:11][C:10]=2[S:15]([N:18]([CH3:20])[CH3:19])(=[O:17])=[O:16])[C:5]([Cl:21])=[CH:4][N:3]=1.[NH2:22][C:23]1[C:42]([O:43][CH3:44])=[CH:41][C:26]2[CH2:27][CH2:28][N:29]([CH2:32][C:33]([N:35]3[CH2:40][CH2:39][O:38][CH2:37][CH2:36]3)=[O:34])[CH2:30][CH2:31][C:25]=2[CH:24]=1, predict the reaction product. The product is: [Cl:21][C:5]1[C:6]([NH:8][C:9]2[CH:14]=[CH:13][CH:12]=[CH:11][C:10]=2[S:15]([N:18]([CH3:20])[CH3:19])(=[O:17])=[O:16])=[N:7][C:2]([NH:22][C:23]2[C:42]([O:43][CH3:44])=[CH:41][C:26]3[CH2:27][CH2:28][N:29]([CH2:32][C:33]([N:35]4[CH2:40][CH2:39][O:38][CH2:37][CH2:36]4)=[O:34])[CH2:30][CH2:31][C:25]=3[CH:24]=2)=[N:3][CH:4]=1. (6) Given the reactants [CH:1]1[C:10]2[C:5](=[CH:6][CH:7]=[CH:8][CH:9]=2)[CH:4]=[CH:3][C:2]=1[C:11]1[CH:12]([C:18]2[CH:23]=[CH:22][N:21]=[CH:20][C:19]=2[F:24])[CH2:13][C:14](=[O:17])[NH:15][N:16]=1.BrN1C(=O)CCC1=O, predict the reaction product. The product is: [CH:1]1[C:10]2[C:5](=[CH:6][CH:7]=[CH:8][CH:9]=2)[CH:4]=[CH:3][C:2]=1[C:11]1[C:12]([C:18]2[CH:23]=[CH:22][N:21]=[CH:20][C:19]=2[F:24])=[CH:13][C:14](=[O:17])[NH:15][N:16]=1.